This data is from Reaction yield outcomes from USPTO patents with 853,638 reactions. The task is: Predict the reaction yield, written as a fraction of the theoretical maximum amount of product (1.0 means a 100% yield; for example, 0.34 means a 34% yield). (1) The reactants are [CH2:1]([NH:8][C:9](=O)[C:10]1[CH:15]=[CH:14][CH:13]=[C:12]([O:16][CH3:17])[C:11]=1[O:18][CH3:19])[CH2:2][CH2:3][CH2:4][CH2:5][CH2:6][CH3:7].B. The catalyst is C1COCC1.C(OCC)C. The product is [CH3:19][O:18][C:11]1[C:12]([O:16][CH3:17])=[CH:13][CH:14]=[CH:15][C:10]=1[CH2:9][NH:8][CH2:1][CH2:2][CH2:3][CH2:4][CH2:5][CH2:6][CH3:7]. The yield is 0.550. (2) The reactants are [Br:1][C:2]1[CH:3]=[CH:4][C:5]([OH:11])=[C:6]([C:8](=[O:10])[CH3:9])[CH:7]=1.C([O-])([O-])=O.[K+].[K+].[Br:18][CH2:19][CH2:20]Br. The catalyst is C(C(C)=O)C. The product is [Br:1][C:2]1[CH:3]=[CH:4][C:5]([O:11][CH2:20][CH2:19][Br:18])=[C:6]([C:8](=[O:10])[CH3:9])[CH:7]=1. The yield is 0.550.